This data is from Merck oncology drug combination screen with 23,052 pairs across 39 cell lines. The task is: Regression. Given two drug SMILES strings and cell line genomic features, predict the synergy score measuring deviation from expected non-interaction effect. (1) Drug 1: O=c1[nH]cc(F)c(=O)[nH]1. Drug 2: Cn1cc(-c2cnn3c(N)c(Br)c(C4CCCNC4)nc23)cn1. Cell line: A427. Synergy scores: synergy=49.9. (2) Drug 1: O=C(O)C1(Cc2cccc(Nc3nccs3)n2)CCC(Oc2cccc(Cl)c2F)CC1. Drug 2: NC1(c2ccc(-c3nc4ccn5c(=O)[nH]nc5c4cc3-c3ccccc3)cc2)CCC1. Cell line: NCIH1650. Synergy scores: synergy=3.08. (3) Drug 1: O=P1(N(CCCl)CCCl)NCCCO1. Drug 2: CC1(c2nc3c(C(N)=O)cccc3[nH]2)CCCN1. Cell line: HT144. Synergy scores: synergy=7.70. (4) Drug 1: O=C(CCCCCCC(=O)Nc1ccccc1)NO. Drug 2: CC1(c2nc3c(C(N)=O)cccc3[nH]2)CCCN1. Cell line: CAOV3. Synergy scores: synergy=20.1. (5) Drug 1: CC(C)CC(NC(=O)C(Cc1ccccc1)NC(=O)c1cnccn1)B(O)O. Drug 2: Cn1cc(-c2cnn3c(N)c(Br)c(C4CCCNC4)nc23)cn1. Cell line: ES2. Synergy scores: synergy=-33.7. (6) Drug 1: CCN(CC)CCNC(=O)c1c(C)[nH]c(C=C2C(=O)Nc3ccc(F)cc32)c1C. Drug 2: Cn1c(=O)n(-c2ccc(C(C)(C)C#N)cc2)c2c3cc(-c4cnc5ccccc5c4)ccc3ncc21. Cell line: SKOV3. Synergy scores: synergy=13.9.